From a dataset of Merck oncology drug combination screen with 23,052 pairs across 39 cell lines. Regression. Given two drug SMILES strings and cell line genomic features, predict the synergy score measuring deviation from expected non-interaction effect. (1) Drug 1: COc1cc(C2c3cc4c(cc3C(OC3OC5COC(C)OC5C(O)C3O)C3COC(=O)C23)OCO4)cc(OC)c1O. Drug 2: COC1CC2CCC(C)C(O)(O2)C(=O)C(=O)N2CCCCC2C(=O)OC(C(C)CC2CCC(OP(C)(C)=O)C(OC)C2)CC(=O)C(C)C=C(C)C(O)C(OC)C(=O)C(C)CC(C)C=CC=CC=C1C. Cell line: NCIH2122. Synergy scores: synergy=15.2. (2) Drug 1: C=CCn1c(=O)c2cnc(Nc3ccc(N4CCN(C)CC4)cc3)nc2n1-c1cccc(C(C)(C)O)n1. Drug 2: C#Cc1cccc(Nc2ncnc3cc(OCCOC)c(OCCOC)cc23)c1. Cell line: NCIH1650. Synergy scores: synergy=11.5. (3) Drug 1: O=S1(=O)NC2(CN1CC(F)(F)F)C1CCC2Cc2cc(C=CCN3CCC(C(F)(F)F)CC3)ccc2C1. Drug 2: O=C(O)C1(Cc2cccc(Nc3nccs3)n2)CCC(Oc2cccc(Cl)c2F)CC1. Cell line: HT29. Synergy scores: synergy=10.4. (4) Drug 1: CN1C(=O)C=CC2(C)C3CCC4(C)C(NC(=O)OCC(F)(F)F)CCC4C3CCC12. Drug 2: NC1CCCCC1N.O=C(O)C(=O)O.[Pt+2]. Cell line: UACC62. Synergy scores: synergy=-24.4. (5) Drug 1: COc1cccc2c1C(=O)c1c(O)c3c(c(O)c1C2=O)CC(O)(C(=O)CO)CC3OC1CC(N)C(O)C(C)O1. Drug 2: COC1CC2CCC(C)C(O)(O2)C(=O)C(=O)N2CCCCC2C(=O)OC(C(C)CC2CCC(OP(C)(C)=O)C(OC)C2)CC(=O)C(C)C=C(C)C(O)C(OC)C(=O)C(C)CC(C)C=CC=CC=C1C. Cell line: RKO. Synergy scores: synergy=18.2.